From a dataset of Forward reaction prediction with 1.9M reactions from USPTO patents (1976-2016). Predict the product of the given reaction. (1) Given the reactants Cl[C:2]1[N:7]=[C:6]([Cl:8])[N:5]=[C:4]2[N:9]([C:12]3[CH:17]=[CH:16][CH:15]=[CH:14][CH:13]=3)[N:10]=[CH:11][C:3]=12.[CH3:18][C:19]1[NH:23][N:22]=[C:21]([NH2:24])[CH:20]=1.CCN(C(C)C)C(C)C.O, predict the reaction product. The product is: [Cl:8][C:6]1[N:5]=[C:4]2[N:9]([C:12]3[CH:17]=[CH:16][CH:15]=[CH:14][CH:13]=3)[N:10]=[CH:11][C:3]2=[C:2]([NH:24][C:21]2[CH:20]=[C:19]([CH3:18])[NH:23][N:22]=2)[N:7]=1. (2) Given the reactants Cl.[NH2:2][C:3]1[C:8]([C:9]#N)=[CH:7][N:6]2[CH:11]=[C:12]([C:14]3[CH:19]=[CH:18][CH:17]=[CH:16][CH:15]=3)[N:13]=[C:5]2[CH:4]=1.[OH:20]S(O)(=O)=O.[CH3:25][CH2:26][OH:27], predict the reaction product. The product is: [CH2:26]([O:27][C:9]([C:8]1[C:3]([NH2:2])=[CH:4][C:5]2[N:6]([CH:11]=[C:12]([C:14]3[CH:19]=[CH:18][CH:17]=[CH:16][CH:15]=3)[N:13]=2)[CH:7]=1)=[O:20])[CH3:25]. (3) The product is: [CH3:1][O:2][C:3]([C:5]1[S:14][C:8]2[N:9]=[CH:10][N:11]=[C:12]([NH:16][C:17]3[C:18]([O:23][C@H:24]4[CH2:29][CH2:28][CH2:27][N:26]([C:30]([O:32][C:33]([CH3:36])([CH3:35])[CH3:34])=[O:31])[CH2:25]4)=[N:19][CH:20]=[CH:21][CH:22]=3)[C:7]=2[C:6]=1[CH3:15])=[O:4]. Given the reactants [CH3:1][O:2][C:3]([C:5]1[S:14][C:8]2[N:9]=[CH:10][N:11]=[C:12](Cl)[C:7]=2[C:6]=1[CH3:15])=[O:4].[NH2:16][C:17]1[C:18]([O:23][C@H:24]2[CH2:29][CH2:28][CH2:27][N:26]([C:30]([O:32][C:33]([CH3:36])([CH3:35])[CH3:34])=[O:31])[CH2:25]2)=[N:19][CH:20]=[CH:21][CH:22]=1, predict the reaction product. (4) The product is: [NH2:1][C:2]1[N:11]=[CH:10][C:9]2[C:8]([NH:12][C:13]3[CH:18]=[CH:17][C:16]([NH2:19])=[CH:15][CH:14]=3)=[N:7][CH:6]=[N:5][C:4]=2[CH:3]=1. Given the reactants [NH2:1][C:2]1[N:11]=[CH:10][C:9]2[C:8]([NH:12][C:13]3[CH:18]=[CH:17][C:16]([NH:19]C(=O)C)=[CH:15][CH:14]=3)=[N:7][CH:6]=[N:5][C:4]=2[CH:3]=1, predict the reaction product. (5) The product is: [NH:43]1[C:51]2=[N:50][CH:49]=[CH:48][CH:47]=[C:46]2[C:45]([CH:52]=[C:8]2[O:7][C:6]([NH:5][CH2:4][C:3]3[CH:16]=[CH:17][CH:18]=[CH:19][C:2]=3[F:1])=[C:10]([C:11]([O:13][CH3:14])=[O:12])[C:9]2=[O:15])=[CH:44]1. Given the reactants [F:1][C:2]1[CH:19]=[CH:18][CH:17]=[CH:16][C:3]=1[CH2:4][NH:5][C:6]1[O:7][CH2:8][C:9](=[O:15])[C:10]=1[C:11]([O:13][CH3:14])=[O:12].C(OC)(=O)CC(OC)=O.ClCC(Cl)=O.FC1C=CC=CC=1CN.[NH:43]1[C:51]2[C:46](=[CH:47][CH:48]=[CH:49][N:50]=2)[C:45]([CH:52]=O)=[CH:44]1.N1CCC[C@H]1C(O)=O, predict the reaction product. (6) Given the reactants [CH:1]1[CH:6]=[C:5]([CH:7]=O)[C:4]([OH:9])=[CH:3][CH:2]=1.[NH:10]1[C:15](=[O:16])[CH2:14][C:13](=[O:17])[NH:12][C:11]1=[O:18], predict the reaction product. The product is: [OH:9][C:4]1[CH:3]=[CH:2][CH:1]=[CH:6][C:5]=1[CH:7]=[C:14]1[C:13](=[O:17])[NH:12][C:11](=[O:18])[NH:10][C:15]1=[O:16]. (7) The product is: [CH2:30]([N:37]1[CH2:12][CH:13]2[O:17][CH:16]([CH2:15][CH2:14]2)[CH2:18]1)[C:31]1[CH:36]=[CH:35][CH:34]=[CH:33][CH:32]=1. Given the reactants CC1C=CC(S(O[CH2:12][CH:13]2[O:17][CH:16]([CH2:18]OS(C3C=CC(C)=CC=3)(=O)=O)[CH2:15][CH2:14]2)(=O)=O)=CC=1.[CH2:30]([NH2:37])[C:31]1[CH:36]=[CH:35][CH:34]=[CH:33][CH:32]=1, predict the reaction product.